This data is from NCI-60 drug combinations with 297,098 pairs across 59 cell lines. The task is: Regression. Given two drug SMILES strings and cell line genomic features, predict the synergy score measuring deviation from expected non-interaction effect. (1) Cell line: SK-MEL-5. Drug 2: C1=CC=C(C=C1)NC(=O)CCCCCCC(=O)NO. Synergy scores: CSS=10.1, Synergy_ZIP=-1.43, Synergy_Bliss=3.49, Synergy_Loewe=-12.5, Synergy_HSA=-3.07. Drug 1: C1CCN(CC1)CCOC2=CC=C(C=C2)C(=O)C3=C(SC4=C3C=CC(=C4)O)C5=CC=C(C=C5)O. (2) Drug 1: C1C(C(OC1N2C=C(C(=O)NC2=O)F)CO)O. Drug 2: CC1CCC2CC(C(=CC=CC=CC(CC(C(=O)C(C(C(=CC(C(=O)CC(OC(=O)C3CCCCN3C(=O)C(=O)C1(O2)O)C(C)CC4CCC(C(C4)OC)O)C)C)O)OC)C)C)C)OC. Cell line: ACHN. Synergy scores: CSS=18.2, Synergy_ZIP=-0.280, Synergy_Bliss=3.34, Synergy_Loewe=3.10, Synergy_HSA=4.16. (3) Drug 1: CC1OCC2C(O1)C(C(C(O2)OC3C4COC(=O)C4C(C5=CC6=C(C=C35)OCO6)C7=CC(=C(C(=C7)OC)O)OC)O)O. Drug 2: COCCOC1=C(C=C2C(=C1)C(=NC=N2)NC3=CC=CC(=C3)C#C)OCCOC. Cell line: HT29. Synergy scores: CSS=64.5, Synergy_ZIP=9.79, Synergy_Bliss=9.85, Synergy_Loewe=8.92, Synergy_HSA=12.2. (4) Drug 1: CC12CCC3C(C1CCC2O)C(CC4=C3C=CC(=C4)O)CCCCCCCCCS(=O)CCCC(C(F)(F)F)(F)F. Drug 2: C1CC(=O)NC(=O)C1N2C(=O)C3=CC=CC=C3C2=O. Cell line: SNB-75. Synergy scores: CSS=-2.86, Synergy_ZIP=6.42, Synergy_Bliss=-1.90, Synergy_Loewe=-3.89, Synergy_HSA=-3.81. (5) Drug 1: CC12CCC3C(C1CCC2=O)CC(=C)C4=CC(=O)C=CC34C. Drug 2: CN1C2=C(C=C(C=C2)N(CCCl)CCCl)N=C1CCCC(=O)O.Cl. Cell line: COLO 205. Synergy scores: CSS=49.5, Synergy_ZIP=2.14, Synergy_Bliss=3.02, Synergy_Loewe=-10.7, Synergy_HSA=-2.32. (6) Drug 1: C1=CC=C(C=C1)NC(=O)CCCCCCC(=O)NO. Drug 2: CCN(CC)CCCC(C)NC1=C2C=C(C=CC2=NC3=C1C=CC(=C3)Cl)OC. Cell line: TK-10. Synergy scores: CSS=17.9, Synergy_ZIP=-6.60, Synergy_Bliss=-1.84, Synergy_Loewe=-2.53, Synergy_HSA=-0.0377. (7) Drug 1: C1CCC(CC1)NC(=O)N(CCCl)N=O. Drug 2: C(=O)(N)NO. Cell line: NCI-H460. Synergy scores: CSS=26.2, Synergy_ZIP=-6.44, Synergy_Bliss=1.02, Synergy_Loewe=1.33, Synergy_HSA=3.35. (8) Drug 2: CN(CC1=CN=C2C(=N1)C(=NC(=N2)N)N)C3=CC=C(C=C3)C(=O)NC(CCC(=O)O)C(=O)O. Drug 1: C1=C(C(=O)NC(=O)N1)N(CCCl)CCCl. Synergy scores: CSS=13.2, Synergy_ZIP=-0.426, Synergy_Bliss=5.31, Synergy_Loewe=2.91, Synergy_HSA=4.97. Cell line: NCI-H226.